This data is from Full USPTO retrosynthesis dataset with 1.9M reactions from patents (1976-2016). The task is: Predict the reactants needed to synthesize the given product. (1) Given the product [Cl:1][C:2]1[CH:3]=[C:4]([C:5]([N:17]2[C:18]3[C:14](=[CH:13][C:12]([F:11])=[C:20]([F:21])[CH:19]=3)[CH2:15][CH2:16]2)=[O:7])[CH:8]=[CH:9][N:10]=1, predict the reactants needed to synthesize it. The reactants are: [Cl:1][C:2]1[CH:3]=[C:4]([CH:8]=[CH:9][N:10]=1)[C:5]([OH:7])=O.[F:11][C:12]1[CH:13]=[C:14]2[C:18](=[CH:19][C:20]=1[F:21])[NH:17][CH2:16][CH2:15]2.CN(C(ON1N=NC2C=CC=CC1=2)=[N+](C)C)C.[B-](F)(F)(F)F. (2) The reactants are: Cl[C:2]1[CH:11]=[CH:10][C:9]2[C:4](=[CH:5][CH:6]=[C:7]([Cl:24])[C:8]=2[NH:12][C:13](=[O:23])[CH2:14][C@@H:15]([CH3:22])[C:16]2[CH:21]=[CH:20][CH:19]=[CH:18][CH:17]=2)[N:3]=1.[NH:25]1[CH2:29][CH2:28][C@H:27]([NH2:30])[CH2:26]1.C(N(CC)CC)C. Given the product [NH2:30][C@H:27]1[CH2:28][CH2:29][N:25]([C:2]2[CH:11]=[CH:10][C:9]3[C:4](=[CH:5][CH:6]=[C:7]([Cl:24])[C:8]=3[NH:12][C:13](=[O:23])[CH2:14][C@@H:15]([CH3:22])[C:16]3[CH:21]=[CH:20][CH:19]=[CH:18][CH:17]=3)[N:3]=2)[CH2:26]1, predict the reactants needed to synthesize it. (3) The reactants are: [CH3:1][C:2]1[CH:44]=[CH:43][C:5]([C:6]([O:8][C@H:9]2[C@@:13]([Cl:15])([F:14])[C@H:12]([N:16]3[CH:21]=[CH:20][CH:19](NC(=O)C4C=CC=CC=4)[NH:18][C:17]3=[O:31])[O:11][C@@H:10]2[CH2:32][O:33][C:34](=[O:42])[C:35]2[CH:40]=[CH:39][C:38]([CH3:41])=[CH:37][CH:36]=2)=[O:7])=[CH:4][CH:3]=1.[OH2:45]. Given the product [CH3:1][C:2]1[CH:44]=[CH:43][C:5]([C:6]([O:8][C@H:9]2[C@@:13]([Cl:15])([F:14])[C@H:12]([N:16]3[CH:21]=[CH:20][C:19](=[O:45])[NH:18][C:17]3=[O:31])[O:11][C@@H:10]2[CH2:32][O:33][C:34](=[O:42])[C:35]2[CH:36]=[CH:37][C:38]([CH3:41])=[CH:39][CH:40]=2)=[O:7])=[CH:4][CH:3]=1, predict the reactants needed to synthesize it. (4) Given the product [F:15][C:16]1[C:21]([C:2]2[CH:6]=[CH:5][S:4][C:3]=2[S:7]([N:10]2[CH:14]=[CH:13][CH:12]=[CH:11]2)(=[O:9])=[O:8])=[CH:20][CH:19]=[CH:18][N:17]=1, predict the reactants needed to synthesize it. The reactants are: Br[C:2]1[CH:6]=[CH:5][S:4][C:3]=1[S:7]([N:10]1[CH:14]=[CH:13][CH:12]=[CH:11]1)(=[O:9])=[O:8].[F:15][C:16]1[C:21](B(O)O)=[CH:20][CH:19]=[CH:18][N:17]=1.C(=O)([O-])O.[Na+].COCCOC. (5) Given the product [CH2:1]([CH:8]1[C:14]2[CH:15]=[C:16]([O:19][CH2:20][CH2:21][NH:22][S:23]([C:26]3[N:27]=[CH:28][N:29]([CH3:31])[CH:30]=3)(=[O:25])=[O:24])[CH:17]=[CH:18][C:13]=2[CH2:12][CH2:11][CH2:10][NH:9]1)[C:2]1[CH:3]=[CH:4][CH:5]=[CH:6][CH:7]=1, predict the reactants needed to synthesize it. The reactants are: [CH2:1]([CH:8]1[C:14]2[CH:15]=[C:16]([O:19][CH2:20][CH2:21][NH:22][S:23]([C:26]3[N:27]=[CH:28][N:29]([CH3:31])[CH:30]=3)(=[O:25])=[O:24])[CH:17]=[CH:18][C:13]=2[CH2:12][CH2:11][CH2:10][N:9]1C(OCC)=O)[C:2]1[CH:7]=[CH:6][CH:5]=[CH:4][CH:3]=1. (6) Given the product [Cl:19][C:18]1[C:12]([N:8]=[C:1]=[S:2])=[CH:11][S:16][CH:17]=1, predict the reactants needed to synthesize it. The reactants are: [C:1]([N:8]1[CH:12]=[CH:11]N=C1)(N1C=CN=C1)=[S:2].NC1[C:18]([Cl:19])=[CH:17][S:16]C=1.